The task is: Predict the reaction yield, written as a fraction of the theoretical maximum amount of product (1.0 means a 100% yield; for example, 0.34 means a 34% yield).. This data is from Reaction yield outcomes from USPTO patents with 853,638 reactions. (1) The reactants are [CH3:1][C:2](=[CH2:16])[CH2:3][CH2:4][O:5][C:6]1[CH:7]=[C:8]([NH:12][C:13](=[O:15])[CH3:14])[CH:9]=[CH:10][CH:11]=1.[Al+3].[Cl-].[Cl-].[Cl-].O. The catalyst is FC1C=CC=CC=1. The product is [CH3:16][C:2]1([CH3:1])[C:11]2[C:6](=[CH:7][C:8]([NH:12][C:13](=[O:15])[CH3:14])=[CH:9][CH:10]=2)[O:5][CH2:4][CH2:3]1. The yield is 0.540. (2) The reactants are [Cl:1][C:2]1[C:3]([NH:22][C@@H:23]2[CH2:28][CH2:27][CH2:26][CH2:25][C@H:24]2[NH:29][C:30](=[O:35])C(F)(F)F)=[N:4][C:5]([NH:8][C:9]2[CH:21]=[CH:20][C:12]3[CH2:13][CH2:14][N:15]([CH2:18][CH3:19])[CH2:16][CH2:17][C:11]=3[CH:10]=2)=[N:6][CH:7]=1.C(=O)([O-])[O-].[K+].[K+].[CH2:42]([N:44](CC)[CH2:45]C)C.CN(C)C(Cl)=O. The catalyst is CO.ClCCl.CN(C=O)C. The product is [Cl:1][C:2]1[C:3]([NH:22][C@@H:23]2[CH2:28][CH2:27][CH2:26][CH2:25][C@H:24]2[NH:29][C:30](=[O:35])[N:44]([CH3:45])[CH3:42])=[N:4][C:5]([NH:8][C:9]2[CH:21]=[CH:20][C:12]3[CH2:13][CH2:14][N:15]([CH2:18][CH3:19])[CH2:16][CH2:17][C:11]=3[CH:10]=2)=[N:6][CH:7]=1. The yield is 0.700. (3) The reactants are [Cl-].[Li+].[C:3]([N:10]1[CH2:13][CH:12](I)[CH2:11]1)([O:5][C:6]([CH3:9])([CH3:8])[CH3:7])=[O:4].Br[C:16]1[CH:23]=[CH:22][C:19]([C:20]#[N:21])=[CH:18][N:17]=1.C(Cl)Cl. The catalyst is C1COCC1.[Zn].C1C=CC(P(C2C=CC=CC=2)[C-]2C=CC=C2)=CC=1.C1C=CC(P(C2C=CC=CC=2)[C-]2C=CC=C2)=CC=1.Cl[Pd]Cl.[Fe+2]. The product is [C:20]([C:19]1[CH:22]=[CH:23][C:16]([CH:12]2[CH2:13][N:10]([C:3]([O:5][C:6]([CH3:9])([CH3:8])[CH3:7])=[O:4])[CH2:11]2)=[N:17][CH:18]=1)#[N:21]. The yield is 0.170. (4) The reactants are [Cl-].O[NH3+:3].[C:4](=[O:7])([O-])[OH:5].[Na+].CS(C)=O.[CH2:13]([C:17]1[N:18]=[C:19]([CH3:45])[N:20]([CH2:39][C:40]2[N:41]=[CH:42][S:43][CH:44]=2)[C:21](=[O:38])[C:22]=1[CH2:23][C:24]1[CH:29]=[CH:28][C:27]([C:30]2[C:31]([C:36]#[N:37])=[CH:32][CH:33]=[CH:34][CH:35]=2)=[CH:26][CH:25]=1)[CH2:14][CH2:15][CH3:16]. The catalyst is C(OCC)(=O)C. The product is [CH2:13]([C:17]1[N:18]=[C:19]([CH3:45])[N:20]([CH2:39][C:40]2[N:41]=[CH:42][S:43][CH:44]=2)[C:21](=[O:38])[C:22]=1[CH2:23][C:24]1[CH:25]=[CH:26][C:27]([C:30]2[CH:35]=[CH:34][CH:33]=[CH:32][C:31]=2[C:36]2[NH:3][C:4](=[O:7])[O:5][N:37]=2)=[CH:28][CH:29]=1)[CH2:14][CH2:15][CH3:16]. The yield is 0.300. (5) The reactants are [OH:1][C@@H:2]([C:23]1[CH:28]=[CH:27][CH:26]=[CH:25][CH:24]=1)[CH2:3][CH2:4][N:5]1[CH2:10][CH2:9][CH:8]([C:11]2[CH:12]=[C:13]([NH:17][C:18](=[O:22])[CH:19]([CH3:21])[CH3:20])[CH:14]=[CH:15][CH:16]=2)[CH2:7][CH2:6]1.[CH3:29][O:30][C:31]1[CH:36]=[CH:35][C:34](O)=[CH:33][CH:32]=1.C1(P(C2C=CC=CC=2)C2C=CC=CC=2)C=CC=CC=1.N(C(OCC)=O)=NC(OCC)=O.N. The yield is 0.379. The catalyst is C1COCC1.C(Cl)(Cl)Cl. The product is [CH3:29][O:30][C:31]1[CH:36]=[CH:35][C:34]([O:1][C@H:2]([C:23]2[CH:24]=[CH:25][CH:26]=[CH:27][CH:28]=2)[CH2:3][CH2:4][N:5]2[CH2:10][CH2:9][CH:8]([C:11]3[CH:12]=[C:13]([NH:17][C:18](=[O:22])[CH:19]([CH3:21])[CH3:20])[CH:14]=[CH:15][CH:16]=3)[CH2:7][CH2:6]2)=[CH:33][CH:32]=1. (6) The reactants are [Cl:1][C:2]1[N:7]=[C:6](Cl)[C:5]([F:9])=[CH:4][N:3]=1.[Cl:10][C:11]1[CH:12]=[C:13](B(O)O)[CH:14]=[CH:15][C:16]=1[Cl:17].C(=O)([O-])[O-].[K+].[K+]. The catalyst is C1COCC1.O.C(OCC)(=O)C.C1C=CC([P]([Pd]([P](C2C=CC=CC=2)(C2C=CC=CC=2)C2C=CC=CC=2)([P](C2C=CC=CC=2)(C2C=CC=CC=2)C2C=CC=CC=2)[P](C2C=CC=CC=2)(C2C=CC=CC=2)C2C=CC=CC=2)(C2C=CC=CC=2)C2C=CC=CC=2)=CC=1. The product is [Cl:1][C:2]1[N:7]=[C:6]([C:14]2[CH:13]=[CH:12][C:11]([Cl:10])=[C:16]([Cl:17])[CH:15]=2)[C:5]([F:9])=[CH:4][N:3]=1. The yield is 0.741.